This data is from Catalyst prediction with 721,799 reactions and 888 catalyst types from USPTO. The task is: Predict which catalyst facilitates the given reaction. (1) Reactant: [CH2:1]([O:3][C:4]([C:6]1[CH:7]=[N:8][N:9]([C:12]2[CH:17]=[CH:16][C:15]([Cl:18])=[CH:14][CH:13]=2)[C:10]=1I)=[O:5])[CH3:2].C([Sn](CCCC)(CCCC)[C:24]([O:26]CC)=[CH2:25])CCC. Product: [CH2:1]([O:3][C:4]([C:6]1[CH:7]=[N:8][N:9]([C:12]2[CH:17]=[CH:16][C:15]([Cl:18])=[CH:14][CH:13]=2)[C:10]=1[C:24](=[O:26])[CH3:25])=[O:5])[CH3:2]. The catalyst class is: 11. (2) The catalyst class is: 3. Reactant: [Cl:1][C:2]1[CH:7]=[CH:6][C:5]([N:8]2[C:16]([CH:17]([CH:29]3[CH2:34][CH2:33][CH2:32][CH2:31][CH2:30]3)[CH2:18][O:19][C:20]3[CH:27]=[CH:26][C:23]([C:24]#[N:25])=[CH:22][C:21]=3[F:28])=[C:15]3[C:10]([CH2:11][CH2:12][CH2:13][CH2:14]3)=[N:9]2)=[CH:4][CH:3]=1.[N-:35]=[N+:36]=[N-:37].[Na+].Cl.C(N(CC)CC)C. Product: [Cl:1][C:2]1[CH:7]=[CH:6][C:5]([N:8]2[C:16]([CH:17]([CH:29]3[CH2:34][CH2:33][CH2:32][CH2:31][CH2:30]3)[CH2:18][O:19][C:20]3[CH:27]=[CH:26][C:23]([C:24]4[NH:37][N:36]=[N:35][N:25]=4)=[CH:22][C:21]=3[F:28])=[C:15]3[C:10]([CH2:11][CH2:12][CH2:13][CH2:14]3)=[N:9]2)=[CH:4][CH:3]=1. (3) Reactant: [CH3:1][C:2]1([CH3:34])[CH2:7][CH2:6][C:5]([C:8]2[C:13]([NH:14][C:15]([C:17]3[NH:18][CH:19]=[C:20]([C:22]#[N:23])[N:21]=3)=[O:16])=[CH:12][CH:11]=[C:10]([CH:24]3[CH2:29][C:28]([CH3:31])([CH3:30])[O:27][C:26]([CH3:33])([CH3:32])[CH2:25]3)[N:9]=2)=[CH:4][CH2:3]1.[CH3:35][S:36]([OH:39])(=[O:38])=[O:37]. Product: [CH3:35][S:36]([OH:39])(=[O:38])=[O:37].[CH3:1][C:2]1([CH3:34])[CH2:7][CH2:6][C:5]([C:8]2[C:13]([NH:14][C:15]([C:17]3[NH:18][CH:19]=[C:20]([C:22]#[N:23])[N:21]=3)=[O:16])=[CH:12][CH:11]=[C:10]([CH:24]3[CH2:25][C:26]([CH3:33])([CH3:32])[O:27][C:28]([CH3:31])([CH3:30])[CH2:29]3)[N:9]=2)=[CH:4][CH2:3]1. The catalyst class is: 14. (4) Reactant: [F:1][C:2]1[CH:7]=[CH:6][C:5]([N+:8]([O-:10])=[O:9])=[C:4]([OH:11])[CH:3]=1.[C:12]([O-])([O-])=O.[K+].[K+].CI. Product: [F:1][C:2]1[CH:7]=[CH:6][C:5]([N+:8]([O-:10])=[O:9])=[C:4]([O:11][CH3:12])[CH:3]=1. The catalyst class is: 3.